This data is from Peptide-MHC class I binding affinity with 185,985 pairs from IEDB/IMGT. The task is: Regression. Given a peptide amino acid sequence and an MHC pseudo amino acid sequence, predict their binding affinity value. This is MHC class I binding data. The peptide sequence is LLYEVDGDV. The MHC is HLA-A02:01 with pseudo-sequence HLA-A02:01. The binding affinity (normalized) is 0.0847.